Dataset: Catalyst prediction with 721,799 reactions and 888 catalyst types from USPTO. Task: Predict which catalyst facilitates the given reaction. (1) Product: [CH3:19][C:18]1[O:17][N:16]=[C:15]([C:20]2[CH:21]=[CH:22][CH:23]=[CH:24][CH:25]=2)[C:14]=1[C:13]1[N:7]2[CH2:6][C:5]3[C:9]([C:8]2=[N:11][N:12]=1)=[CH:10][C:2]([C:29]1[CH:30]=[CH:31][N:26]=[CH:27][CH:28]=1)=[CH:3][CH:4]=3. The catalyst class is: 57. Reactant: Br[C:2]1[CH:10]=[C:9]2[C:5]([CH2:6][N:7]3[C:13]([C:14]4[C:15]([C:20]5[CH:25]=[CH:24][CH:23]=[CH:22][CH:21]=5)=[N:16][O:17][C:18]=4[CH3:19])=[N:12][N:11]=[C:8]32)=[CH:4][CH:3]=1.[N:26]1[CH:31]=[CH:30][C:29](OB=O)=[CH:28][CH:27]=1.C([O-])([O-])=O.[Cs+].[Cs+]. (2) Reactant: [Br:1][C:2]1[C:3](Cl)=[N:4][C:5]([Cl:8])=[N:6][CH:7]=1.[CH:10]1([NH:16][C:17]2[CH:22]=[CH:21][CH:20]=[CH:19][CH:18]=2)[CH2:15][CH2:14][CH2:13][CH2:12][CH2:11]1. Product: [Br:1][C:2]1[C:3]([N:16]([CH:17]2[CH2:22][CH2:21][CH2:20][CH2:19][CH2:18]2)[C:10]2[CH:15]=[CH:14][CH:13]=[CH:12][CH:11]=2)=[N:4][C:5]([Cl:8])=[N:6][CH:7]=1. The catalyst class is: 435. (3) Reactant: [CH3:1][O:2][C:3]1[CH:8]=[CH:7][C:6]([C:9]([C:13]2[CH:18]=[CH:17][C:16]([O:19][CH3:20])=[CH:15][CH:14]=2)=[CH:10][C:11]#[N:12])=[CH:5][CH:4]=1. Product: [CH3:20][O:19][C:16]1[CH:15]=[CH:14][C:13]([CH:9]([C:6]2[CH:5]=[CH:4][C:3]([O:2][CH3:1])=[CH:8][CH:7]=2)[CH2:10][C:11]#[N:12])=[CH:18][CH:17]=1. The catalyst class is: 505. (4) Reactant: [OH:1][C:2]1[C:11](=[O:12])[C:10]2[C:5](=[CH:6][CH:7]=[C:8]([CH2:13][CH2:14][CH2:15][CH2:16][CH2:17][CH2:18][CH2:19][CH2:20][CH2:21][CH3:22])[CH:9]=2)[O:4][C:3]=1[C:23]1[CH:28]=[C:27]([O:29]C)[C:26]([O:31]CC2C=CC=CC=2)=[C:25]([O:39]C)[CH:24]=1.B(Br)(Br)Br.CO.O. Product: [CH2:13]([C:8]1[CH:9]=[C:10]2[C:5](=[CH:6][CH:7]=1)[O:4][C:3]([C:23]1[CH:28]=[C:27]([OH:29])[C:26]([OH:31])=[C:25]([OH:39])[CH:24]=1)=[C:2]([OH:1])[C:11]2=[O:12])[CH2:14][CH2:15][CH2:16][CH2:17][CH2:18][CH2:19][CH2:20][CH2:21][CH3:22]. The catalyst class is: 4. (5) Reactant: [CH3:1][CH:2]([Si:4]([CH:14]([CH3:16])[CH3:15])([CH:11]([CH3:13])[CH3:12])[O:5]/[C:6](/C)=[CH:7]/[CH2:8]O)[CH3:3].[CH3:17][C:18](OI1(OC(C)=O)(OC(C)=O)OC(=O)C2C=CC=CC1=2)=[O:19].C([O-])(O)=O.[Na+].[O-]S([O-])(=S)=O.[Na+].[Na+]. Product: [CH3:16][CH:14]([Si:4]([CH:2]([CH3:1])[CH3:3])([CH:11]([CH3:12])[CH3:13])[O:5][CH2:6]/[C:7](/[CH3:8])=[CH:17]/[CH:18]=[O:19])[CH3:15]. The catalyst class is: 363. (6) The catalyst class is: 82. Product: [CH3:1][S:2]1(=[O:13])[C:7]2[CH:8]=[C:9]([N+:14]([O-:16])=[O:15])[CH:10]=[CH:11][C:6]=2[N:5]=[C:4]([CH3:12])[N:3]=1. Reactant: [CH3:1][S:2]1(=[O:13])[C:7]2[CH:8]=[CH:9][CH:10]=[CH:11][C:6]=2[N:5]=[C:4]([CH3:12])[N:3]=1.[N+:14]([O-])([O-:16])=[O:15].[K+].[NH4+].[OH-]. (7) Reactant: [C:1]1([S:7]([C:9]2[CH:14]=[CH:13][CH:12]=[CH:11][CH:10]=2)=O)[CH:6]=[CH:5][CH:4]=[CH:3][CH:2]=1.[C:15]1([O:21][C:22]2[CH:27]=[CH:26][CH:25]=[CH:24][CH:23]=2)[CH:20]=[CH:19][CH:18]=[CH:17][CH:16]=1.FC(F)(F)C(OC(=O)C(F)(F)F)=O.[F:41][C:42]([F:48])([F:47])[S:43]([OH:46])(=[O:45])=[O:44]. Product: [F:41][C:42]([F:48])([F:47])[S:43]([O-:46])(=[O:45])=[O:44].[C:9]1([S+:7]([C:1]2[CH:2]=[CH:3][CH:4]=[CH:5][CH:6]=2)[C:25]2[CH:24]=[CH:23][C:22]([O:21][C:15]3[CH:16]=[CH:17][CH:18]=[CH:19][CH:20]=3)=[CH:27][CH:26]=2)[CH:10]=[CH:11][CH:12]=[CH:13][CH:14]=1. The catalyst class is: 4.